Task: Predict the reactants needed to synthesize the given product.. Dataset: Full USPTO retrosynthesis dataset with 1.9M reactions from patents (1976-2016) (1) Given the product [F:19][C:20]([F:32])([F:33])[C:21]1[CH:22]=[C:23]([NH:24][C:2]2[C:11]3[C:6](=[CH:7][C:8]4[O:15][CH2:14][CH:13]([CH2:16][O:17][CH3:18])[O:12][C:9]=4[CH:10]=3)[N:5]=[CH:4][N:3]=2)[CH:25]=[C:26]([C:28]([F:29])([F:31])[F:30])[CH:27]=1, predict the reactants needed to synthesize it. The reactants are: Cl[C:2]1[C:11]2[C:6](=[CH:7][C:8]3[O:15][CH2:14][CH:13]([CH2:16][O:17][CH3:18])[O:12][C:9]=3[CH:10]=2)[N:5]=[CH:4][N:3]=1.[F:19][C:20]([F:33])([F:32])[C:21]1[CH:22]=[C:23]([CH:25]=[C:26]([C:28]([F:31])([F:30])[F:29])[CH:27]=1)[NH2:24]. (2) Given the product [F:1][C:2]1[CH:3]=[C:4]([CH:36]=[CH:37][CH:38]=1)[CH2:5][N:6]1[C:11](=[O:12])[CH:10]=[CH:9][C:8]([CH2:13][C:14]2[C:22]3[C:17](=[CH:18][CH:19]=[CH:20][CH:21]=3)[N:16]([CH2:23][C:24]([OH:26])=[O:25])[C:15]=2[CH3:35])=[N:7]1, predict the reactants needed to synthesize it. The reactants are: [F:1][C:2]1[CH:3]=[C:4]([CH:36]=[CH:37][CH:38]=1)[CH2:5][N:6]1[C:11](=[O:12])[CH:10]=[CH:9][C:8]([CH2:13][C:14]2[C:22]3[C:17](=[CH:18][CH:19]=[CH:20][CH:21]=3)[N:16]([CH2:23][C:24]([O:26]CC3C=CC=C(F)C=3)=[O:25])[C:15]=2[CH3:35])=[N:7]1.[OH-].[Na+].Cl.